Dataset: Full USPTO retrosynthesis dataset with 1.9M reactions from patents (1976-2016). Task: Predict the reactants needed to synthesize the given product. Given the product [Cl:1][C:2]1[CH:7]=[C:6]([OH:8])[CH:5]=[CH:4][C:3]=1[CH:10]([CH3:23])[C:11]([OH:16])([C:17]1[CH:18]=[CH:19][N:20]=[CH:21][CH:22]=1)[C:12]([F:15])([F:13])[F:14], predict the reactants needed to synthesize it. The reactants are: [Cl:1][C:2]1[CH:7]=[C:6]([O:8]C)[CH:5]=[CH:4][C:3]=1[CH:10]([CH3:23])[C:11]([C:17]1[CH:22]=[CH:21][N:20]=[CH:19][CH:18]=1)([OH:16])[C:12]([F:15])([F:14])[F:13].Br.